This data is from Catalyst prediction with 721,799 reactions and 888 catalyst types from USPTO. The task is: Predict which catalyst facilitates the given reaction. (1) Reactant: [NH2:1][C:2]1[CH:9]=[CH:8][C:5]([C:6]#[N:7])=[C:4]([C:10]([F:13])([F:12])[F:11])[CH:3]=1.[CH3:14][CH:15]1[CH2:20][C:19](=[O:21])[O:18][C:17](=[O:22])[CH2:16]1. Product: [C:6]([C:5]1[CH:8]=[CH:9][C:2]([NH:1][C:19](=[O:21])[CH2:20][CH:15]([CH3:14])[CH2:16][C:17]([OH:22])=[O:18])=[CH:3][C:4]=1[C:10]([F:11])([F:12])[F:13])#[N:7]. The catalyst class is: 1. (2) Reactant: C1C=C(Cl)C=C(C(OO)=O)C=1.[S:12]1[CH:16]=[CH:15][C:14]2[C:17]([NH:21][C:22]3[N:23]=[C:24](SC)[N:25]=[N:26][C:27]=3[C:28]([O:30][CH2:31][CH3:32])=[O:29])=[CH:18][CH:19]=[CH:20][C:13]1=2.[C:35]([O:39][C:40](=[O:49])[NH:41][C@H:42]1[CH2:47][CH2:46][CH2:45][CH2:44][C@H:43]1[NH2:48])([CH3:38])([CH3:37])[CH3:36].C(N(C(C)C)CC)(C)C. Product: [S:12]1[CH:16]=[CH:15][C:14]2[C:17]([NH:21][C:22]3[N:23]=[C:24]([NH:48][C@@H:43]4[CH2:44][CH2:45][CH2:46][CH2:47][C@@H:42]4[NH:41][C:40]([O:39][C:35]([CH3:38])([CH3:37])[CH3:36])=[O:49])[N:25]=[N:26][C:27]=3[C:28]([O:30][CH2:31][CH3:32])=[O:29])=[CH:18][CH:19]=[CH:20][C:13]1=2. The catalyst class is: 789. (3) Reactant: [CH2:1]([C:5]1[N:6]=[C:7]([CH3:28])[NH:8][C:9](=[O:27])[C:10]=1[CH2:11][C:12]1[CH:17]=[CH:16][C:15]([C:18]2[C:19]([C:24]#[N:25])=[CH:20][CH:21]=[CH:22][CH:23]=2)=[CH:14][C:13]=1[F:26])[CH2:2][CH2:3][CH3:4].[CH3:29][C:30]1[CH:31]=[C:32](B(O)O)[CH:33]=[CH:34][CH:35]=1.C(N(CC)CC)C.N1C=CC=CC=1. Product: [CH2:1]([C:5]1[N:6]=[C:7]([CH3:28])[N:8]([C:34]2[CH:33]=[CH:32][CH:31]=[C:30]([CH3:29])[CH:35]=2)[C:9](=[O:27])[C:10]=1[CH2:11][C:12]1[CH:17]=[CH:16][C:15]([C:18]2[C:19]([C:24]#[N:25])=[CH:20][CH:21]=[CH:22][CH:23]=2)=[CH:14][C:13]=1[F:26])[CH2:2][CH2:3][CH3:4]. The catalyst class is: 297. (4) Reactant: [OH:1][CH2:2][C@H:3]1[N:7]([S:8]([CH3:11])(=[O:10])=[O:9])[CH2:6][C@H:5]([S:12][C:13](=[O:15])[CH3:14])[CH2:4]1.C(O[C@H:20]1[O:37][C@@H:36]([CH3:38])[C@H:31]([O:32][C:33](=[O:35])[CH3:34])[C@@H:26]([O:27][C:28](=[O:30])[CH3:29])[C@H:21]1[O:22][C:23](=[O:25])[CH3:24])(=O)C.FC(F)(F)S(O[Si](C)(C)C)(=O)=O.C(=O)(O)[O-].[Na+]. Product: [C:28]([O:27][C@@H:26]1[C@@H:31]([O:32][C:33](=[O:35])[CH3:34])[C@H:36]([CH3:38])[O:37][C@H:20]([O:1][CH2:2][C@@H:3]2[CH2:4][C@@H:5]([S:12][C:13](=[O:15])[CH3:14])[CH2:6][N:7]2[S:8]([CH3:11])(=[O:10])=[O:9])[C@@H:21]1[O:22][C:23](=[O:25])[CH3:24])(=[O:30])[CH3:29]. The catalyst class is: 4. (5) Reactant: [C:1]([O:5][CH2:6][CH3:7])(=[O:4])[CH:2]=O.C1(C)C=CC=CC=1.Cl.[CH2:16]([NH:23][NH2:24])[C:17]1[CH:22]=[CH:21][CH:20]=[CH:19][CH:18]=1.C(N(CC)CC)C. Product: [CH2:16]([NH:23]/[N:24]=[CH:2]/[C:1]([O:5][CH2:6][CH3:7])=[O:4])[C:17]1[CH:22]=[CH:21][CH:20]=[CH:19][CH:18]=1. The catalyst class is: 56.